From a dataset of Reaction yield outcomes from USPTO patents with 853,638 reactions. Predict the reaction yield, written as a fraction of the theoretical maximum amount of product (1.0 means a 100% yield; for example, 0.34 means a 34% yield). (1) The reactants are [O:1]([C:8]1[CH:13]=[CH:12][C:11]([N:14]=[C:15]=[O:16])=[CH:10][CH:9]=1)[C:2]1[CH:7]=[CH:6][CH:5]=[CH:4][CH:3]=1.[N:17]1[C:22]2[CH:23]=[CH:24][S:25][C:21]=2[C:20]([N:26]2[CH2:31][CH2:30][CH:29]([NH2:32])[CH2:28][CH2:27]2)=[N:19][CH:18]=1. The catalyst is C(Cl)Cl. The yield is 0.700. The product is [O:1]([C:8]1[CH:13]=[CH:12][C:11]([NH:14][C:15]([NH:32][CH:29]2[CH2:30][CH2:31][N:26]([C:20]3[C:21]4[S:25][CH:24]=[CH:23][C:22]=4[N:17]=[CH:18][N:19]=3)[CH2:27][CH2:28]2)=[O:16])=[CH:10][CH:9]=1)[C:2]1[CH:3]=[CH:4][CH:5]=[CH:6][CH:7]=1. (2) The reactants are [CH3:1][C:2]([CH3:32])([CH3:31])[CH2:3][CH2:4][C@:5]1([CH3:30])[C:14]2[C:9](=[CH:10][CH:11]=[CH:12][CH:13]=2)[C:8]([OH:15])=[C:7]([C:16]2[NH:21][C:20]3[S:22][CH:23]=[C:24]([CH2:25]O)[C:19]=3[S:18](=[O:28])(=[O:27])[N:17]=2)[C:6]1=[O:29].N12CCCN=C1CCCCC2.C1(P([N:58]=[N+:59]=[N-:60])(C2C=CC=CC=2)=O)C=CC=CC=1. The catalyst is ClCCl. The product is [N:58]([CH2:25][C:24]1[C:19]2[S:18](=[O:28])(=[O:27])[N:17]=[C:16]([C:7]3[C:6](=[O:29])[C@@:5]([CH2:4][CH2:3][C:2]([CH3:32])([CH3:31])[CH3:1])([CH3:30])[C:14]4[C:9]([C:8]=3[OH:15])=[CH:10][CH:11]=[CH:12][CH:13]=4)[NH:21][C:20]=2[S:22][CH:23]=1)=[N+:59]=[N-:60]. The yield is 0.590. (3) The reactants are S([O-])([O-])=O.[Na+].[Na+].C(=O)(O)[O-].[Na+].[Br:12][C:13]1[CH:18]=[CH:17][C:16]([S:19](Cl)(=[O:21])=[O:20])=[C:15]([CH2:23][CH3:24])[CH:14]=1.Br[CH2:26]C(O)=O.[OH-].[Na+]. The catalyst is O.O1CCOCC1. The product is [Br:12][C:13]1[CH:18]=[CH:17][C:16]([S:19]([CH3:26])(=[O:21])=[O:20])=[C:15]([CH2:23][CH3:24])[CH:14]=1. The yield is 1.00. (4) The reactants are [C:1]([O:5][C:6]([N:8]1[CH2:11][CH:10]([O:12][C:13]2[C:14]3[CH2:22][NH:21][CH2:20][CH2:19][C:15]=3[N:16]=[CH:17][N:18]=2)[CH2:9]1)=[O:7])([CH3:4])([CH3:3])[CH3:2].Br[C:24]1[CH:25]=[C:26]([C:32]([F:35])([F:34])[F:33])[C:27]([O:30][CH3:31])=[N:28][CH:29]=1.[C:36](=[O:39])([O-])[O-:37].[Cs+].[Cs+].CC(C1C=C(C(C)C)C(C2C=CC=CC=2P(C2CCCCC2)C2CCCCC2)=C(C(C)C)C=1)C. The catalyst is C1C=CC(/C=C/C(/C=C/C2C=CC=CC=2)=O)=CC=1.C1C=CC(/C=C/C(/C=C/C2C=CC=CC=2)=O)=CC=1.C1C=CC(/C=C/C(/C=C/C2C=CC=CC=2)=O)=CC=1.[Pd].[Pd].O1CCOCC1. The product is [F:33][C:32]([F:35])([F:34])[C:36]([OH:37])=[O:39].[C:1]([O:5][C:6]([N:8]1[CH2:11][CH:10]([O:12][C:13]2[C:14]3[CH2:22][N:21]([C:24]4[CH:29]=[N:28][C:27]([O:30][CH3:31])=[C:26]([C:32]([F:35])([F:34])[F:33])[CH:25]=4)[CH2:20][CH2:19][C:15]=3[N:16]=[CH:17][N:18]=2)[CH2:9]1)=[O:7])([CH3:4])([CH3:2])[CH3:3]. The yield is 0.870. (5) The reactants are [CH3:1][C:2]1[CH:10]=[CH:9][C:8]([C:11]([F:14])([F:13])[F:12])=[CH:7][C:3]=1[C:4]([OH:6])=[O:5].[N+:15]([O-])([OH:17])=[O:16].O. The catalyst is OS(O)(=O)=O. The product is [CH3:1][C:2]1[C:10]([N+:15]([O-:17])=[O:16])=[CH:9][C:8]([C:11]([F:12])([F:13])[F:14])=[CH:7][C:3]=1[C:4]([OH:6])=[O:5]. The yield is 0.760.